The task is: Predict the reactants needed to synthesize the given product.. This data is from Full USPTO retrosynthesis dataset with 1.9M reactions from patents (1976-2016). The reactants are: CC(O[C:6](=O)[NH:7][CH2:8][CH2:9][CH:10]([OH:17])[C:11]1[CH:16]=[CH:15][CH:14]=[CH:13][CH:12]=1)(C)C.[Cl:19][C:20]1[CH:25]=[C:24]([Cl:26])[CH:23]=[CH:22][C:21]=1[C:27]([F:30])([F:29])[F:28]. Given the product [ClH:19].[Cl:26][C:24]1[CH:25]=[CH:20][C:21]([C:27]([F:28])([F:29])[F:30])=[C:22]([CH:23]=1)[O:17][CH:10]([C:11]1[CH:12]=[CH:13][CH:14]=[CH:15][CH:16]=1)[CH2:9][CH2:8][NH:7][CH3:6], predict the reactants needed to synthesize it.